This data is from Peptide-MHC class I binding affinity with 185,985 pairs from IEDB/IMGT. The task is: Regression. Given a peptide amino acid sequence and an MHC pseudo amino acid sequence, predict their binding affinity value. This is MHC class I binding data. (1) The peptide sequence is FSTSFYLI. The MHC is Mamu-A01 with pseudo-sequence Mamu-A01. The binding affinity (normalized) is 0.666. (2) The peptide sequence is ERYPRYNQL. The MHC is HLA-A02:01 with pseudo-sequence HLA-A02:01. The binding affinity (normalized) is 0. (3) The peptide sequence is LQIVRFTDY. The MHC is HLA-A69:01 with pseudo-sequence HLA-A69:01. The binding affinity (normalized) is 0.0847.